Dataset: Forward reaction prediction with 1.9M reactions from USPTO patents (1976-2016). Task: Predict the product of the given reaction. (1) Given the reactants [NH2:1][C@H:2]([C:8](O)=[O:9])[CH2:3][CH2:4][CH2:5][CH2:6][NH2:7].S(=O)(=O)(O)O.P(=O)(O)(O)O.[H][H].[OH-].[Na+], predict the reaction product. The product is: [NH2:1][C@H:2]([CH2:8][OH:9])[CH2:3][CH2:4][CH2:5][CH2:6][NH2:7]. (2) Given the reactants [F:1][C:2]1[CH:7]=[CH:6][C:5]([C:8]2OC(=O)[S:10][N:9]=2)=[CH:4][CH:3]=1.[C:14]([C:17]#[N:18])(=[O:16])[CH3:15], predict the reaction product. The product is: [F:1][C:2]1[CH:7]=[CH:6][C:5]([C:8]2[N:18]=[C:17]([C:14](=[O:16])[CH3:15])[S:10][N:9]=2)=[CH:4][CH:3]=1. (3) Given the reactants [N+:1]([C:4]1[CH:12]=[C:8]([C:9](O)=[O:10])[C:7]([OH:13])=[CH:6][CH:5]=1)([O-:3])=[O:2].S(Cl)([Cl:16])=O.[Cl-].[Ca+2].[Cl-], predict the reaction product. The product is: [N+:1]([C:4]1[CH:12]=[C:8]([C:9]([Cl:16])=[O:10])[C:7]([OH:13])=[CH:6][CH:5]=1)([O-:3])=[O:2]. (4) Given the reactants [CH3:1][N:2]1[CH2:7][CH2:6][C:5]2[N:8]=[CH:9][S:10][C:4]=2[CH2:3]1.O.[C:12]1([CH3:22])[CH:17]=[CH:16][C:15]([S:18]([OH:21])(=[O:20])=[O:19])=[CH:14][CH:13]=1, predict the reaction product. The product is: [C:12]1([CH3:22])[CH:13]=[CH:14][C:15]([S:18]([OH:21])(=[O:19])=[O:20])=[CH:16][CH:17]=1.[CH3:1][N:2]1[CH2:7][CH2:6][C:5]2[N:8]=[CH:9][S:10][C:4]=2[CH2:3]1. (5) Given the reactants C([O:5][C:6]([NH:8][C@@H:9]([CH3:37])[C:10]([N:12]1[C@H:24](C(OC)=O)[CH2:23][C:22]2[C:21]3[C:16](=[CH:17][C:18]([O:31][CH3:32])=[C:19]([O:29][CH3:30])[CH:20]=3)[NH:15][C:14]=2[C@@H:13]1[CH2:33][CH:34]([CH3:36])[CH3:35])=[O:11])=O)(C)(C)C.C([C@H]1C2NC3C=C(OC)C(OC)=CC=3C=2C[C@H]2C(=O)N[C@@H](C)C(=O)N12)C(C)C, predict the reaction product. The product is: [CH2:33]([C@H:13]1[C:14]2[NH:15][C:16]3[CH:17]=[C:18]([O:31][CH3:32])[C:19]([O:29][CH3:30])=[CH:20][C:21]=3[C:22]=2[CH2:23][C@@H:24]2[C:6](=[O:5])[NH:8][C@@H:9]([CH3:37])[C:10](=[O:11])[N:12]12)[CH:34]([CH3:36])[CH3:35].